From a dataset of Forward reaction prediction with 1.9M reactions from USPTO patents (1976-2016). Predict the product of the given reaction. (1) Given the reactants [Cl:1][C:2]1[CH:7]=[C:6]([OH:8])[CH:5]=[CH:4][C:3]=1[CH:9]([CH3:24])[C:10]([C:16]1[CH:17]=[CH:18][C:19](=[O:23])[N:20]([CH3:22])[CH:21]=1)([OH:15])[C:11]([F:14])([F:13])[F:12].[Cl:25][C:26]1[CH:27]=[C:28]([CH:31]=[CH:32][C:33]=1F)[C:29]#[N:30].C(=O)([O-])[O-].[Cs+].[Cs+], predict the reaction product. The product is: [Cl:25][C:26]1[CH:27]=[C:28]([CH:31]=[CH:32][C:33]=1[O:8][C:6]1[CH:5]=[CH:4][C:3]([CH:9]([CH3:24])[C:10]([OH:15])([C:16]2[CH:17]=[CH:18][C:19](=[O:23])[N:20]([CH3:22])[CH:21]=2)[C:11]([F:13])([F:14])[F:12])=[C:2]([Cl:1])[CH:7]=1)[C:29]#[N:30]. (2) Given the reactants [Na].Cl[C:3]1[C:7]([C:8]2[CH:9]=[N:10][CH:11]=[CH:12][CH:13]=2)=[N:6][S:5][N:4]=1.[CH2:14]([OH:20])[CH2:15][CH2:16][CH2:17][CH2:18][CH3:19], predict the reaction product. The product is: [CH2:14]([O:20][C:3]1[C:7]([C:8]2[CH:9]=[N:10][CH:11]=[CH:12][CH:13]=2)=[N:6][S:5][N:4]=1)[CH2:15][CH2:16][CH2:17][CH2:18][CH3:19].